From a dataset of Full USPTO retrosynthesis dataset with 1.9M reactions from patents (1976-2016). Predict the reactants needed to synthesize the given product. (1) Given the product [C:1]([O:5][C:6](=[O:25])[NH:7][C:8]1[CH:13]=[C:12]([N:14]2[CH2:15][CH2:16][O:17][CH2:18][CH2:19]2)[C:11]([C:20]([F:21])([F:22])[F:23])=[CH:10][C:9]=1[NH:24][C:31](=[O:30])[CH2:32][C:33](=[O:45])[C:34]1[CH:39]=[CH:38][CH:37]=[C:36]([N:40]2[CH:44]=[CH:43][CH:42]=[N:41]2)[CH:35]=1)([CH3:4])([CH3:2])[CH3:3], predict the reactants needed to synthesize it. The reactants are: [C:1]([O:5][C:6](=[O:25])[NH:7][C:8]1[CH:13]=[C:12]([N:14]2[CH2:19][CH2:18][O:17][CH2:16][CH2:15]2)[C:11]([C:20]([F:23])([F:22])[F:21])=[CH:10][C:9]=1[NH2:24])([CH3:4])([CH3:3])[CH3:2].C([O:30][C:31](=O)[CH2:32][C:33](=[O:45])[C:34]1[CH:39]=[CH:38][CH:37]=[C:36]([N:40]2[CH:44]=[CH:43][CH:42]=[N:41]2)[CH:35]=1)(C)(C)C. (2) The reactants are: [C:1]([OH:24])(=[O:23])[CH:2]=[CH:3][CH:4]=[CH:5][CH:6]=[CH:7][CH:8]=[CH:9][CH:10]=[CH:11][CH:12]=[CH:13][CH2:14][CH2:15][CH2:16][CH2:17][CH2:18][CH2:19][CH2:20][CH2:21][CH3:22].[CH3:25][CH2:26][C@@H:27]([CH:52]([CH3:54])[CH3:53])/[CH:28]=[CH:29]/[C@H:30]([C@@H:32]1[C@@:36]2([CH3:51])[CH2:37][CH2:38][C@@H:39]3[C@@:44]4([CH3:50])[CH2:45][CH2:46][C@H:47]([OH:49])[CH2:48][C:43]4=[CH:42][CH2:41][C@H:40]3[C@@H:35]2[CH2:34][CH2:33]1)[CH3:31].CN(C1C=CC=CN=1)C.C1(N=C=NC2CCCCC2)CCCCC1. Given the product [CH3:25][CH2:26][C@@H:27]([CH:52]([CH3:53])[CH3:54])/[CH:28]=[CH:29]/[C@H:30]([C@@H:32]1[C@@:36]2([CH3:51])[CH2:37][CH2:38][C@@H:39]3[C@@:44]4([CH3:50])[CH2:45][CH2:46][C@H:47]([OH:49])[CH2:48][C:43]4=[CH:42][CH2:41][C@H:40]3[C@@H:35]2[CH2:34][CH2:33]1)[CH3:31].[C:1]([O-:24])(=[O:23])[CH:2]=[CH:3][CH:4]=[CH:5][CH:6]=[CH:7][CH:8]=[CH:9][CH:10]=[CH:11][CH:12]=[CH:13][CH2:14][CH2:15][CH2:16][CH2:17][CH2:18][CH2:19][CH2:20][CH2:21][CH3:22], predict the reactants needed to synthesize it. (3) Given the product [CH3:4][Si:5]([Sb:1]([Si:5]([CH3:8])([CH3:7])[CH3:4])[Si:5]([CH3:8])([CH3:7])[CH3:4])([CH3:8])[CH3:7], predict the reactants needed to synthesize it. The reactants are: [Sb:1].[H-].[Li+].[CH3:4][Si:5]([CH3:8])([CH3:7])Cl.